This data is from Catalyst prediction with 721,799 reactions and 888 catalyst types from USPTO. The task is: Predict which catalyst facilitates the given reaction. Reactant: CC1C2N=[C:9]([C:11]3[CH:16]=[C:15]([O:17][CH2:18][CH2:19][CH2:20][CH2:21][CH2:22][CH3:23])[C:14]([CH2:24][OH:25])=[CH:13][C:12]=3[O:26][CH2:27][CH2:28][CH2:29][CH2:30][CH2:31][CH3:32])[O:10]C=2C=CC=1.C1C=CC(N=NC2C=CC(N)=NC=2N)=CC=1.Cl.[Cr](Cl)([O-])(=O)=O.CCOCC. Product: [CH2:27]([O:26][C:12]1[CH:13]=[C:14]([CH2:24][OH:25])[C:15]([O:17][CH2:18][CH2:19][CH2:20][CH2:21][CH2:22][CH3:23])=[CH:16][C:11]=1[CH:9]=[O:10])[CH2:28][CH2:29][CH2:30][CH2:31][CH3:32]. The catalyst class is: 2.